This data is from Forward reaction prediction with 1.9M reactions from USPTO patents (1976-2016). The task is: Predict the product of the given reaction. (1) Given the reactants Br[C:2]1[CH:3]=[C:4]2[N:10]=[CH:9][N:8]([C:11]3[CH:12]=[C:13]([NH:24][C:25](=[O:27])[CH3:26])[CH:14]=[C:15]([C:17]4[CH:22]=[CH:21][C:20]([F:23])=[CH:19][CH:18]=4)[CH:16]=3)[C:5]2=[N:6][CH:7]=1.N#N.[Br-].[S:31]1[CH:35]=[CH:34][N:33]=[C:32]1[Zn+], predict the reaction product. The product is: [F:23][C:20]1[CH:21]=[CH:22][C:17]([C:15]2[CH:16]=[C:11]([N:8]3[C:5]4=[N:6][CH:7]=[C:2]([C:32]5[S:31][CH:35]=[CH:34][N:33]=5)[CH:3]=[C:4]4[N:10]=[CH:9]3)[CH:12]=[C:13]([NH:24][C:25](=[O:27])[CH3:26])[CH:14]=2)=[CH:18][CH:19]=1. (2) Given the reactants [P:1]([O:13][CH2:14][C@@:15]1([CH2:30][NH:31]C(=O)C(F)(F)F)[O:19][C@@H:18]([N:20]2[CH:28]=[C:26]([CH3:27])[C:24](=[O:25])[NH:23][C:21]2=[O:22])[CH2:17][C@@H:16]1[OH:29])([O:4][P:5]([O:8][P:9]([OH:12])([OH:11])=[O:10])([OH:7])=[O:6])(=[O:3])[OH:2], predict the reaction product. The product is: [P:1]([O:13][CH2:14][C@@:15]1([CH2:30][NH2:31])[O:19][C@@H:18]([N:20]2[CH:28]=[C:26]([CH3:27])[C:24](=[O:25])[NH:23][C:21]2=[O:22])[CH2:17][C@@H:16]1[OH:29])([O:4][P:5]([O:8][P:9]([OH:11])([OH:12])=[O:10])([OH:7])=[O:6])(=[O:2])[OH:3]. (3) Given the reactants [CH:1]1[C:14]2[C:5](=[CH:6][CH:7]=[C:8]3[C:13]=2[CH:12]=[CH:11][CH:10]=[N:9]3)[N:4]=[CH:3][CH:2]=1.[Cl:15][CH2:16][C:17]1[CH:24]=[CH:23][C:20](C=C)=[CH:19][CH:18]=1.[CH3:25][C:26]#N, predict the reaction product. The product is: [Cl-:15].[CH2:16]([N+:4]1([CH:25]=[CH2:26])[C:5]2[C:14](=[C:13]3[C:8](=[CH:7][CH:6]=2)[N:9]=[CH:10][CH:11]=[CH:12]3)[CH:1]=[CH:2][CH2:3]1)[C:17]1[CH:24]=[CH:23][CH:20]=[CH:19][CH:18]=1. (4) Given the reactants Br[C:2]1[CH:18]=[CH:17][C:5]2[N:6]([C:10]3[CH:15]=[CH:14][C:13]([F:16])=[CH:12][CH:11]=3)[C:7](=[O:9])[NH:8][C:4]=2[CH:3]=1.C([Li])CCC.[F:24][C:25]([F:39])([F:38])[C:26]([C:28]1[C:36]2[C:31](=[CH:32][CH:33]=[CH:34][CH:35]=2)[N:30]([CH3:37])[CH:29]=1)=[O:27], predict the reaction product. The product is: [F:16][C:13]1[CH:14]=[CH:15][C:10]([N:6]2[C:5]3[CH:17]=[CH:18][C:2]([C:26]([OH:27])([C:28]4[C:36]5[C:31](=[CH:32][CH:33]=[CH:34][CH:35]=5)[N:30]([CH3:37])[CH:29]=4)[C:25]([F:24])([F:39])[F:38])=[CH:3][C:4]=3[NH:8][C:7]2=[O:9])=[CH:11][CH:12]=1. (5) The product is: [F:13][C:4]1[C:5]([O:11][CH3:12])=[C:6]([N+:8]([O-:10])=[O:9])[CH:7]=[C:2]([F:1])[C:3]=1[N:24]1[CH2:23][CH2:22][N:21]([C:27]([O:29][C:30]([CH3:33])([CH3:32])[CH3:31])=[O:28])[CH2:26][CH2:25]1. Given the reactants [F:1][C:2]1[CH:7]=[C:6]([N+:8]([O-:10])=[O:9])[C:5]([O:11][CH3:12])=[C:4]([F:13])[C:3]=1F.C(=O)([O-])[O-].[K+].[K+].[N:21]1([C:27]([O:29][C:30]([CH3:33])([CH3:32])[CH3:31])=[O:28])[CH2:26][CH2:25][NH:24][CH2:23][CH2:22]1, predict the reaction product. (6) Given the reactants Br[CH2:2][CH2:3][CH:4]([C:9]1[S:10][C:11]2[CH:18]=[C:17]([C:19]([F:22])([F:21])[F:20])[CH:16]=[CH:15][C:12]=2[C:13]=1[CH3:14])[CH2:5][CH2:6][CH2:7][CH3:8].C(=O)([O-])[O-].[Cs+].[Cs+].[OH:29][C:30]1[CH:35]=[CH:34][C:33]([CH2:36][CH2:37][C:38]([O:40][CH3:41])=[O:39])=[CH:32][C:31]=1[O:42][CH3:43], predict the reaction product. The product is: [CH3:43][O:42][C:31]1[CH:32]=[C:33]([CH2:36][CH2:37][C:38]([O:40][CH3:41])=[O:39])[CH:34]=[CH:35][C:30]=1[O:29][CH2:2][CH2:3][CH:4]([C:9]1[S:10][C:11]2[CH:18]=[C:17]([C:19]([F:22])([F:21])[F:20])[CH:16]=[CH:15][C:12]=2[C:13]=1[CH3:14])[CH2:5][CH2:6][CH2:7][CH3:8]. (7) Given the reactants [Cl:1][C:2]1[C:3]([CH3:15])=[N:4][N:5]([C:8]2[CH:13]=[CH:12][C:11]([NH2:14])=[CH:10][CH:9]=2)[C:6]=1[CH3:7].[Br:16][C:17]1[CH:18]=[C:19]2[C:24](=[CH:25][CH:26]=1)[C:23](=[O:27])[NH:22][C:21](=[O:28])[C:20]2=[CH:29]OC.CCOC(C)=O.O, predict the reaction product. The product is: [Br:16][C:17]1[CH:18]=[C:19]2[C:24](=[CH:25][CH:26]=1)[C:23](=[O:27])[NH:22][C:21](=[O:28])[C:20]2=[CH:29][NH:14][C:11]1[CH:12]=[CH:13][C:8]([N:5]2[C:6]([CH3:7])=[C:2]([Cl:1])[C:3]([CH3:15])=[N:4]2)=[CH:9][CH:10]=1. (8) The product is: [Cl:23][CH2:2][C:3]1[N:7]([CH:8]2[C:17]3[C:12](=[CH:13][CH:14]=[CH:15][CH:16]=3)[C:11](=[O:18])[O:10][C:9]2([CH3:20])[CH3:19])[CH:6]=[N:5][CH:4]=1. Given the reactants O[CH2:2][C:3]1[N:7]([CH:8]2[C:17]3[C:12](=[CH:13][CH:14]=[CH:15][CH:16]=3)[C:11](=[O:18])[O:10][C:9]2([CH3:20])[CH3:19])[CH:6]=[N:5][CH:4]=1.S(Cl)([Cl:23])=O, predict the reaction product. (9) Given the reactants [CH2:1]([OH:13])[CH2:2][CH2:3][CH2:4][CH2:5][CH2:6][CH2:7][CH2:8][CH2:9][CH2:10][CH2:11][CH3:12].[H-].[Na+].[N+](C1C=CC([O:25][C:26](=O)[O:27][CH2:28][N:29]2[C:38]3[C:33](=[CH:34][CH:35]=[C:36]([O:39][CH2:40][CH2:41][CH2:42][CH2:43][N:44]4[CH2:49][CH2:48][N:47]([C:50]5[C:58]6[CH:57]=[CH:56][S:55][C:54]=6[CH:53]=[CH:52][CH:51]=5)[CH2:46][CH2:45]4)[CH:37]=3)[CH:32]=[CH:31][C:30]2=[O:59])=CC=1)([O-])=O.O, predict the reaction product. The product is: [CH2:1]([O:13][C:26](=[O:25])[O:27][CH2:28][N:29]1[C:38]2[C:33](=[CH:34][CH:35]=[C:36]([O:39][CH2:40][CH2:41][CH2:42][CH2:43][N:44]3[CH2:49][CH2:48][N:47]([C:50]4[C:58]5[CH:57]=[CH:56][S:55][C:54]=5[CH:53]=[CH:52][CH:51]=4)[CH2:46][CH2:45]3)[CH:37]=2)[CH:32]=[CH:31][C:30]1=[O:59])[CH2:2][CH2:3][CH2:4][CH2:5][CH2:6][CH2:7][CH2:8][CH2:9][CH2:10][CH2:11][CH3:12].